This data is from Peptide-MHC class I binding affinity with 185,985 pairs from IEDB/IMGT. The task is: Regression. Given a peptide amino acid sequence and an MHC pseudo amino acid sequence, predict their binding affinity value. This is MHC class I binding data. (1) The peptide sequence is FTWQHNYYL. The MHC is HLA-A66:01 with pseudo-sequence HLA-A66:01. The binding affinity (normalized) is 0.213. (2) The peptide sequence is AEPPFGESYI. The MHC is HLA-B40:01 with pseudo-sequence HLA-B40:01. The binding affinity (normalized) is 0.518. (3) The peptide sequence is PLKDVERLQM. The MHC is HLA-A02:06 with pseudo-sequence HLA-A02:06. The binding affinity (normalized) is 0.0269. (4) The MHC is H-2-Db with pseudo-sequence H-2-Db. The binding affinity (normalized) is 0.381. The peptide sequence is FQPQCGQFI. (5) The peptide sequence is RQHPGLFPF. The MHC is HLA-C06:02 with pseudo-sequence YDSGYREKYRQADVNKLYLWYDSYTWAEWAYTWY. The binding affinity (normalized) is 0.0847. (6) The peptide sequence is FQAGMRLYF. The MHC is HLA-B08:02 with pseudo-sequence HLA-B08:02. The binding affinity (normalized) is 0.0847. (7) The MHC is HLA-A69:01 with pseudo-sequence HLA-A69:01. The binding affinity (normalized) is 0.0847. The peptide sequence is EHFYWGSVF.